From a dataset of Catalyst prediction with 721,799 reactions and 888 catalyst types from USPTO. Predict which catalyst facilitates the given reaction. (1) Reactant: [Br:1][C:2]1[CH:11]=[C:10]2[C:5]([C:6](=[O:15])[N:7]([CH3:14])[C:8]([CH2:12]Cl)=[N:9]2)=[CH:4][CH:3]=1.[NH:16]1[CH2:20][CH2:19][CH2:18][CH2:17]1.C([O-])([O-])=O.[K+].[K+].CN(C=O)C. Product: [Br:1][C:2]1[CH:11]=[C:10]2[C:5]([C:6](=[O:15])[N:7]([CH3:14])[C:8]([CH2:12][N:16]3[CH2:20][CH2:19][CH2:18][CH2:17]3)=[N:9]2)=[CH:4][CH:3]=1. The catalyst class is: 6. (2) The catalyst class is: 266. Reactant: [C:1]1(=[N:7][OH:8])[CH2:6][CH2:5][CH2:4][CH2:3][CH2:2]1.[OH-].[Na+].[CH:11]1([N:17]=[C:18]=[N:19][CH:20]2[CH2:25][CH2:24][CH2:23][CH2:22][CH2:21]2)[CH2:16][CH2:15][CH2:14][CH2:13][CH2:12]1. Product: [CH:20]1([NH:19][C:18](=[N:17][CH:11]2[CH2:16][CH2:15][CH2:14][CH2:13][CH2:12]2)[O:8][N:7]=[C:1]2[CH2:6][CH2:5][CH2:4][CH2:3][CH2:2]2)[CH2:21][CH2:22][CH2:23][CH2:24][CH2:25]1. (3) Reactant: [Cl:1][C:2]1[CH:8]=[CH:7][C:5]([NH2:6])=[CH:4][C:3]=1[O:9][CH2:10][C:11]1[CH:16]=[CH:15][CH:14]=[CH:13][N:12]=1.C(N(C(C)C)CC)(C)C.[C:26](OC(=O)C)(=[O:28])[CH3:27]. Product: [Cl:1][C:2]1[CH:8]=[CH:7][C:5]([NH:6][C:26](=[O:28])[CH3:27])=[CH:4][C:3]=1[O:9][CH2:10][C:11]1[CH:16]=[CH:15][CH:14]=[CH:13][N:12]=1. The catalyst class is: 13. (4) Reactant: [I-].[F:2][C:3]([F:30])([F:29])[C:4]([NH:6][C@H:7]([CH3:28])[CH2:8][P+](C1C=CC=CC=1)(C1C=CC=CC=1)C1C=CC=CC=1)=[O:5].C([Li])CCC.[CH2:36]([O:43][CH2:44][CH:45]=O)[C:37]1[CH:42]=[CH:41][CH:40]=[CH:39][CH:38]=1.[Cl-].[NH4+]. Product: [CH2:36]([O:43][CH2:44][CH:45]=[CH:8][C@H:7]([NH:6][C:4](=[O:5])[C:3]([F:30])([F:29])[F:2])[CH3:28])[C:37]1[CH:38]=[CH:39][CH:40]=[CH:41][CH:42]=1. The catalyst class is: 7. (5) Reactant: [OH:1][C:2]1([C@H:7]([NH:9][C:10]([C:12]2[C:20]3[C:15](=[N:16][CH:17]=[C:18]([CH:21]4[CH2:23][CH2:22]4)[N:19]=3)[N:14](COCC[Si](C)(C)C)[CH:13]=2)=[O:11])[CH3:8])[CH2:6][CH2:5][CH2:4][CH2:3]1.C(O)(C(F)(F)F)=O. Product: [OH:1][C:2]1([C@H:7]([NH:9][C:10]([C:12]2[C:20]3[C:15](=[N:16][CH:17]=[C:18]([CH:21]4[CH2:23][CH2:22]4)[N:19]=3)[NH:14][CH:13]=2)=[O:11])[CH3:8])[CH2:6][CH2:5][CH2:4][CH2:3]1. The catalyst class is: 2. (6) Reactant: O.[OH-].[Li+].C[O:5][C:6](=[O:37])[CH2:7][C:8]1[C:17]([CH3:18])=[C:16]([C:19]2[CH:24]=[CH:23][C:22]([S:25]([C:28]3[CH:33]=[CH:32][C:31]([F:34])=[CH:30][C:29]=3[F:35])(=[O:27])=[O:26])=[CH:21][CH:20]=2)[C:15]2[C:10](=[CH:11][CH:12]=[C:13]([F:36])[CH:14]=2)[CH:9]=1. Product: [F:35][C:29]1[CH:30]=[C:31]([F:34])[CH:32]=[CH:33][C:28]=1[S:25]([C:22]1[CH:21]=[CH:20][C:19]([C:16]2[C:15]3[C:10](=[CH:11][CH:12]=[C:13]([F:36])[CH:14]=3)[CH:9]=[C:8]([CH2:7][C:6]([OH:37])=[O:5])[C:17]=2[CH3:18])=[CH:24][CH:23]=1)(=[O:26])=[O:27]. The catalyst class is: 20. (7) Reactant: [C:1]([O:8][CH3:9])(=[O:7])/[CH:2]=[CH:3]/[C:4]([O-:6])=[O:5].[ClH:10].C(N=C=NCCCN(C)C)C.[N:22]1([CH2:28][CH2:29]O)[CH2:27][CH2:26][S:25][CH2:24][CH2:23]1. Product: [ClH:10].[CH3:9][O:8][C:1](=[O:7])/[CH:2]=[CH:3]/[C:4]([O:6][CH2:29][CH2:28][N:22]1[CH2:27][CH2:26][S:25][CH2:24][CH2:23]1)=[O:5]. The catalyst class is: 154. (8) Reactant: [Si]([O:18][CH2:19][C:20]1[C:21]([N:36]2[CH2:41][C@H:40]([CH3:42])[O:39][C@H:38]([CH3:43])[CH2:37]2)=[C:22]([F:35])[C:23]2[O:27][N:26]=[C:25]([C:28]3[O:32][C:31](=[O:33])[NH:30][N:29]=3)[C:24]=2[CH:34]=1)(C(C)(C)C)(C1C=CC=CC=1)C1C=CC=CC=1.CCCC[N+](CCCC)(CCCC)CCCC.[F-]. Product: [CH3:42][C@@H:40]1[CH2:41][N:36]([C:21]2[C:20]([CH2:19][OH:18])=[CH:34][C:24]3[C:25]([C:28]4[O:32][C:31](=[O:33])[NH:30][N:29]=4)=[N:26][O:27][C:23]=3[C:22]=2[F:35])[CH2:37][C@H:38]([CH3:43])[O:39]1. The catalyst class is: 1.